From a dataset of Forward reaction prediction with 1.9M reactions from USPTO patents (1976-2016). Predict the product of the given reaction. Given the reactants [Cl:1][C:2]1[CH:3]=[C:4]([N:10]2[CH:22]([CH:23]3[CH2:27][CH2:26][CH2:25][CH2:24]3)[CH:21]3[C:12]([C:13]4[CH:14]=[CH:15][C:16]([C:28]([OH:30])=O)=[N:17][C:18]=4[CH2:19][CH2:20]3)=[N:11]2)[CH:5]=[CH:6][C:7]=1[C:8]#[N:9].Cl.[NH:32]1[CH2:37][CH2:36][S:35](=[O:39])(=[O:38])[CH2:34][CH2:33]1.CCN(C(C)C)C(C)C.CN(C(ON1N=NC2C=CC=NC1=2)=[N+](C)C)C.F[P-](F)(F)(F)(F)F, predict the reaction product. The product is: [Cl:1][C:2]1[CH:3]=[C:4]([N:10]2[CH:22]([CH:23]3[CH2:24][CH2:25][CH2:26][CH2:27]3)[CH:21]3[C:12]([C:13]4[CH:14]=[CH:15][C:16]([C:28]([N:32]5[CH2:37][CH2:36][S:35](=[O:39])(=[O:38])[CH2:34][CH2:33]5)=[O:30])=[N:17][C:18]=4[CH2:19][CH2:20]3)=[N:11]2)[CH:5]=[CH:6][C:7]=1[C:8]#[N:9].